Dataset: Reaction yield outcomes from USPTO patents with 853,638 reactions. Task: Predict the reaction yield, written as a fraction of the theoretical maximum amount of product (1.0 means a 100% yield; for example, 0.34 means a 34% yield). The reactants are [CH3:1][C:2]1[CH:7]=[CH:6][C:5]([NH:8][C:9](=[O:21])[C:10]2[CH:15]=[CH:14][N:13]=[C:12]([N:16]3[CH2:20][CH2:19][CH2:18][CH2:17]3)[CH:11]=2)=[CH:4][C:3]=1[C:22]1[CH:27]=[CH:26][C:25]([C:28]([OH:30])=O)=[CH:24][CH:23]=1.CN(C(ON1N=NC2C=CC=NC1=2)=[N+](C)C)C.F[P-](F)(F)(F)(F)F.C1C=CC2N(O)N=NC=2C=1.CCN(C(C)C)C(C)C.[CH3:74][N:75]1[CH2:80][CH2:79][NH:78][CH2:77][CH2:76]1. The catalyst is CN(C=O)C. The product is [CH3:1][C:2]1[C:3]([C:22]2[CH:27]=[CH:26][C:25]([C:28]([N:78]3[CH2:79][CH2:80][N:75]([CH3:74])[CH2:76][CH2:77]3)=[O:30])=[CH:24][CH:23]=2)=[CH:4][C:5]([NH:8][C:9](=[O:21])[C:10]2[CH:15]=[CH:14][N:13]=[C:12]([N:16]3[CH2:20][CH2:19][CH2:18][CH2:17]3)[CH:11]=2)=[CH:6][CH:7]=1. The yield is 0.290.